Dataset: Full USPTO retrosynthesis dataset with 1.9M reactions from patents (1976-2016). Task: Predict the reactants needed to synthesize the given product. (1) Given the product [CH3:3][O:4][C:5]1[CH:6]=[CH:7][C:8]([CH2:9][NH:10][CH2:11][C:12]([O:14][CH3:15])=[O:13])=[CH:16][CH:17]=1, predict the reactants needed to synthesize it. The reactants are: [BH4-].[Na+].[CH3:3][O:4][C:5]1[CH:17]=[CH:16][C:8](/[CH:9]=[N:10]/[CH2:11][C:12]([O:14][CH3:15])=[O:13])=[CH:7][CH:6]=1.[Cl-].[NH4+].C(OCC)(=O)C. (2) Given the product [NH:1]1[C:5]([C@H:6]([N:10]2[C@H:15]([C:16]3[CH:21]=[CH:20][C:19]([Cl:22])=[CH:18][CH:17]=3)[C@H:14]([C:23]3[CH:28]=[CH:27][C:26]([Cl:29])=[CH:25][CH:24]=3)[O:13][C@@H:12]([CH2:30][C:31]3[CH:36]=[CH:35][C:34]([C:53]#[N:54])=[C:33]([F:38])[CH:32]=3)[C:11]2=[O:39])[CH2:7][CH2:8][CH3:9])=[N:4][N:3]=[N:2]1, predict the reactants needed to synthesize it. The reactants are: [NH:1]1[C:5]([C@H:6]([N:10]2[C@H:15]([C:16]3[CH:21]=[CH:20][C:19]([Cl:22])=[CH:18][CH:17]=3)[C@H:14]([C:23]3[CH:28]=[CH:27][C:26]([Cl:29])=[CH:25][CH:24]=3)[O:13][C@@H:12]([CH2:30][C:31]3[CH:36]=[CH:35][C:34](I)=[C:33]([F:38])[CH:32]=3)[C:11]2=[O:39])[CH2:7][CH2:8][CH3:9])=[N:4][N:3]=[N:2]1.C(O)(=O)CC(CC(O)=O)(C(O)=O)O.[CH3:53][N:54](C=O)C. (3) Given the product [F:10][C:11]1[CH:26]=[CH:25][CH:24]=[CH:23][C:12]=1[O:13][CH2:14][C@@H:15]1[CH2:16][CH2:17][C@H:18]([CH2:21][NH:22][C:6]([C:4]2[CH:3]=[N:2][NH:1][CH:5]=2)=[O:8])[CH2:19][CH2:20]1, predict the reactants needed to synthesize it. The reactants are: [NH:1]1[CH:5]=[C:4]([C:6]([OH:8])=O)[CH:3]=[N:2]1.Cl.[F:10][C:11]1[CH:26]=[CH:25][CH:24]=[CH:23][C:12]=1[O:13][CH2:14][C@@H:15]1[CH2:20][CH2:19][C@H:18]([CH2:21][NH2:22])[CH2:17][CH2:16]1.